This data is from Full USPTO retrosynthesis dataset with 1.9M reactions from patents (1976-2016). The task is: Predict the reactants needed to synthesize the given product. Given the product [Cl:1][CH2:2][CH2:3][O:4][C:5]1[CH:14]=[CH:13][C:8]([C:9]([OH:11])=[O:10])=[CH:7][C:6]=1[O:15][CH3:16], predict the reactants needed to synthesize it. The reactants are: [Cl:1][CH2:2][CH2:3][O:4][C:5]1[CH:14]=[CH:13][C:8]([C:9]([O:11]C)=[O:10])=[CH:7][C:6]=1[O:15][CH3:16].[OH-].[Na+].Cl.